This data is from Full USPTO retrosynthesis dataset with 1.9M reactions from patents (1976-2016). The task is: Predict the reactants needed to synthesize the given product. (1) Given the product [CH2:38]([S:35]([N:32]1[CH2:31][CH2:30][CH:29]([C:20]2[C:19]3[C:23](=[C:24]([C:26]([NH2:28])=[O:27])[CH:25]=[C:17]([C:11]4[S:12][C:8]([CH2:7][NH:6][CH:2]([CH3:1])[CH2:3][CH2:4][CH3:5])=[CH:9][CH:10]=4)[CH:18]=3)[NH:22][CH:21]=2)[CH2:34][CH2:33]1)(=[O:37])=[O:36])[CH3:39], predict the reactants needed to synthesize it. The reactants are: [CH3:1][CH:2]([NH:6][CH2:7][C:8]1[S:12][C:11](B(O)O)=[CH:10][CH:9]=1)[CH2:3][CH2:4][CH3:5].Br[C:17]1[CH:18]=[C:19]2[C:23](=[C:24]([C:26]([NH2:28])=[O:27])[CH:25]=1)[NH:22][CH:21]=[C:20]2[CH:29]1[CH2:34][CH2:33][N:32]([S:35]([CH2:38][CH3:39])(=[O:37])=[O:36])[CH2:31][CH2:30]1.C([O-])([O-])=O.[K+].[K+]. (2) Given the product [C:11]([O:14][C:15]1[CH:22]=[CH:21][C:18](/[CH:9]=[CH:8]/[Cl:7])=[CH:17][CH:16]=1)(=[O:13])[CH3:12], predict the reactants needed to synthesize it. The reactants are: C1C=CC=CC=1.[Cl:7]/[CH:8]=[CH:9]/Cl.[C:11]([O:14][C:15]1[CH:22]=[CH:21][C:18](C=C)=[CH:17][CH:16]=1)(=[O:13])[CH3:12]. (3) Given the product [C:1]([O:5][C:6](=[O:13])[N:7]([CH2:17][C:16]1[CH:19]=[CH:20][CH:21]=[CH:22][C:15]=1[Cl:14])[N:8]1[CH:12]=[CH:11][CH:10]=[CH:9]1)([CH3:4])([CH3:2])[CH3:3], predict the reactants needed to synthesize it. The reactants are: [C:1]([O:5][C:6](=[O:13])[NH:7][N:8]1[CH:12]=[CH:11][CH:10]=[CH:9]1)([CH3:4])([CH3:3])[CH3:2].[Cl:14][C:15]1[CH:22]=[CH:21][CH:20]=[CH:19][C:16]=1[CH2:17]Cl.[H-].[Na+]. (4) Given the product [Br:19][CH2:1][C:2]1[CH:11]=[CH:10][C:5]([C:6]([O:8][CH3:9])=[O:7])=[CH:4][N:3]=1, predict the reactants needed to synthesize it. The reactants are: [CH3:1][C:2]1[CH:11]=[CH:10][C:5]([C:6]([O:8][CH3:9])=[O:7])=[CH:4][N:3]=1.C1C(=O)N([Br:19])C(=O)C1.C(OOC(=O)C1C=CC=CC=1)(=O)C1C=CC=CC=1. (5) Given the product [CH2:1]([O:3][C:4]([C:6]1[C:10]([CH3:11])=[CH:9][NH:8][C:7]=1[CH2:12][CH2:13][NH:14][CH2:15][CH2:16][N:17]1[CH2:22][CH2:21][O:20][CH2:19][CH2:18]1)=[O:5])[CH3:2], predict the reactants needed to synthesize it. The reactants are: [CH2:1]([O:3][C:4]([C:6]1[C:10]([CH3:11])=[CH:9][NH:8][C:7]=1[CH2:12][C:13](=O)[NH:14][CH2:15][CH2:16][N:17]1[CH2:22][CH2:21][O:20][CH2:19][CH2:18]1)=[O:5])[CH3:2].O.Cl.[OH-].[Na+].